Dataset: Catalyst prediction with 721,799 reactions and 888 catalyst types from USPTO. Task: Predict which catalyst facilitates the given reaction. (1) The catalyst class is: 191. Reactant: C([O:4][CH2:5][CH2:6][C:7]1[C:16]2[C:11](=[CH:12][CH:13]=[CH:14][CH:15]=2)[C:10]([O:17][CH2:18][C:19]2[CH:24]=[CH:23][CH:22]=[CH:21][CH:20]=2)=[CH:9][C:8]=1[NH:25][C:26]([C:28]1[NH:29][C:30]2[C:35]([CH:36]=1)=[CH:34][C:33]([O:37][CH3:38])=[C:32]([O:39][CH3:40])[C:31]=2[O:41][CH3:42])=[O:27])(=O)C.C(=O)([O-])[O-].[K+].[K+]. Product: [CH2:18]([O:17][C:10]1[C:11]2[C:16](=[CH:15][CH:14]=[CH:13][CH:12]=2)[C:7]([CH2:6][CH2:5][OH:4])=[C:8]([NH:25][C:26]([C:28]2[NH:29][C:30]3[C:35]([CH:36]=2)=[CH:34][C:33]([O:37][CH3:38])=[C:32]([O:39][CH3:40])[C:31]=3[O:41][CH3:42])=[O:27])[CH:9]=1)[C:19]1[CH:24]=[CH:23][CH:22]=[CH:21][CH:20]=1. (2) Reactant: [CH3:1][C:2]1[N:6]=[C:5]([CH3:7])[S:4][C:3]=1/[CH:8]=[CH:9]/[C:10](N(C)C)=O.[NH:15]([C:19]1[CH:24]=[CH:23][C:22]([S:25]([NH:28][CH2:29][CH2:30][OH:31])(=[O:27])=[O:26])=[CH:21][CH:20]=1)[C:16]([NH2:18])=[NH:17]. Product: [CH3:7][C:5]1[S:4][C:3]([C:8]2[CH:9]=[CH:10][N:18]=[C:16]([NH:15][C:19]3[CH:20]=[CH:21][C:22]([S:25]([NH:28][CH2:29][CH2:30][OH:31])(=[O:27])=[O:26])=[CH:23][CH:24]=3)[N:17]=2)=[C:2]([CH3:1])[N:6]=1. The catalyst class is: 23. (3) Reactant: [CH3:1][C:2]1[C:11]([N+:12]([O-:14])=[O:13])=[CH:10][CH:9]=[CH:8][C:3]=1[C:4]([O:6][CH3:7])=[O:5].[Br:15]N1C(=O)CCC1=O. Product: [Br:15][CH2:1][C:2]1[C:11]([N+:12]([O-:14])=[O:13])=[CH:10][CH:9]=[CH:8][C:3]=1[C:4]([O:6][CH3:7])=[O:5]. The catalyst class is: 53. (4) Reactant: [Cl:1][C:2]1[N:3]=[C:4]([CH:8]=O)[NH:5][C:6]=1[Cl:7].[NH2:10][C:11]1[CH:16]=[CH:15][CH:14]=[CH:13][C:12]=1/[CH:17]=[CH:18]/[C:19]([O:21][CH3:22])=[O:20]. Product: [Cl:7][C:6]1[N:5]=[C:4]([CH2:8][NH:10][C:11]2[CH:16]=[CH:15][CH:14]=[CH:13][C:12]=2/[CH:17]=[CH:18]/[C:19]([O:21][CH3:22])=[O:20])[NH:3][C:2]=1[Cl:1]. The catalyst class is: 15. (5) Reactant: [OH-].[K+].[C:3]([O:7][C@@H:8]([C:15]1[C:16]([CH3:50])=[N:17][C:18]([CH3:49])=[C:19]([C:33]2[CH:38]=[CH:37][C:36]([O:39][CH2:40][CH2:41][C:42]3[CH:47]=[CH:46][C:45]([F:48])=[CH:44][CH:43]=3)=[CH:35][CH:34]=2)[C:20]=1[N:21]1[CH2:26][CH2:25][CH:24]([C:27]2[CH:32]=[CH:31][CH:30]=[CH:29][CH:28]=2)[CH2:23][CH2:22]1)[C:9]([O:11]C(C)C)=[O:10])([CH3:6])([CH3:5])[CH3:4].Cl. Product: [C:3]([O:7][C@@H:8]([C:15]1[C:16]([CH3:50])=[N:17][C:18]([CH3:49])=[C:19]([C:33]2[CH:34]=[CH:35][C:36]([O:39][CH2:40][CH2:41][C:42]3[CH:47]=[CH:46][C:45]([F:48])=[CH:44][CH:43]=3)=[CH:37][CH:38]=2)[C:20]=1[N:21]1[CH2:26][CH2:25][CH:24]([C:27]2[CH:32]=[CH:31][CH:30]=[CH:29][CH:28]=2)[CH2:23][CH2:22]1)[C:9]([OH:11])=[O:10])([CH3:6])([CH3:5])[CH3:4]. The catalyst class is: 8.